Predict which catalyst facilitates the given reaction. From a dataset of Catalyst prediction with 721,799 reactions and 888 catalyst types from USPTO. (1) Reactant: [CH3:1][C:2]1([CH3:21])[CH2:11][CH2:10][C:9]2[C:4](=[C:5]([C:19]#[N:20])[C:6](=[O:18])[NH:7][C:8]=2[N:12]2[CH2:17][CH2:16][O:15][CH2:14][CH2:13]2)[CH2:3]1.C(=O)([O-])[O-].[K+].[K+].Br[CH2:29][C:30]([O:32][CH2:33][CH3:34])=[O:31]. Product: [C:19]([C:5]1[C:4]2[CH2:3][C:2]([CH3:21])([CH3:1])[CH2:11][CH2:10][C:9]=2[C:8]([N:12]2[CH2:13][CH2:14][O:15][CH2:16][CH2:17]2)=[N:7][C:6]=1[O:18][CH2:29][C:30]([O:32][CH2:33][CH3:34])=[O:31])#[N:20]. The catalyst class is: 21. (2) Reactant: [F:1][C:2]1[CH:7]=[CH:6][C:5]([C:8]2[CH:9]=[C:10]([CH2:19]OS(C)(=O)=O)[C:11](=[O:18])[N:12]([CH2:14][CH:15]([CH3:17])[CH3:16])[N:13]=2)=[CH:4][C:3]=1[CH3:25].[NH:26]1[CH2:31][CH2:30][CH2:29][CH2:28][CH2:27]1. Product: [F:1][C:2]1[CH:7]=[CH:6][C:5]([C:8]2[CH:9]=[C:10]([CH2:19][N:26]3[CH2:31][CH2:30][CH2:29][CH2:28][CH2:27]3)[C:11](=[O:18])[N:12]([CH2:14][CH:15]([CH3:17])[CH3:16])[N:13]=2)=[CH:4][C:3]=1[CH3:25]. The catalyst class is: 8. (3) Reactant: O.[OH-].[Li+].[O:4]=[C:5]1[C:14]2[NH:15][CH:16]=[CH:17][C:13]=2[C:12]2[CH:11]=[CH:10][CH:9]=[CH:8][C:7]=2[NH:6]1.C([C:20]([O-:22])=[O:21])C. Product: [O:4]=[C:5]1[C:14]2[NH:15][CH:16]=[C:17]([C:20]([OH:22])=[O:21])[C:13]=2[C:12]2[CH:11]=[CH:10][CH:9]=[CH:8][C:7]=2[NH:6]1. The catalyst class is: 40.